From a dataset of Reaction yield outcomes from USPTO patents with 853,638 reactions. Predict the reaction yield, written as a fraction of the theoretical maximum amount of product (1.0 means a 100% yield; for example, 0.34 means a 34% yield). (1) The reactants are S(Cl)([Cl:3])=O.[C:5]([OH:17])(=O)[CH2:6][CH2:7][CH2:8][CH2:9][CH2:10][CH2:11][CH2:12][CH2:13][CH:14]=[CH2:15]. No catalyst specified. The product is [C:5]([Cl:3])(=[O:17])[CH:6]=[CH:7][CH2:8][CH2:9][CH2:10][CH2:11][CH2:12][CH2:13][CH:14]=[CH2:15]. The yield is 0.880. (2) The reactants are [C:1]([O:5][C:6]([C:8]1[C:16]2[CH2:15][CH2:14][N:13]([C@H:17]([C:19]3[CH:24]=[CH:23][CH:22]=[CH:21][CH:20]=3)[CH3:18])[C@@H:12]([CH2:25][NH2:26])[C:11]=2[S:10][C:9]=1[NH2:27])=[O:7])([CH3:4])([CH3:3])[CH3:2].[O:28]([C:35]1[CH:40]=[CH:39][C:38]([N:41]=[C:42]=[O:43])=[CH:37][CH:36]=1)[C:29]1[CH:34]=[CH:33][CH:32]=[CH:31][CH:30]=1. The catalyst is ClCCl. The product is [C:1]([O:5][C:6]([C:8]1[C:16]2[CH2:15][CH2:14][N:13]([C@H:17]([C:19]3[CH:20]=[CH:21][CH:22]=[CH:23][CH:24]=3)[CH3:18])[C@@H:12]([CH2:25][NH:26][C:42]([NH:41][C:38]3[CH:39]=[CH:40][C:35]([O:28][C:29]4[CH:30]=[CH:31][CH:32]=[CH:33][CH:34]=4)=[CH:36][CH:37]=3)=[O:43])[C:11]=2[S:10][C:9]=1[NH2:27])=[O:7])([CH3:2])([CH3:4])[CH3:3]. The yield is 1.00.